Regression/Classification. Given a drug SMILES string, predict its absorption, distribution, metabolism, or excretion properties. Task type varies by dataset: regression for continuous measurements (e.g., permeability, clearance, half-life) or binary classification for categorical outcomes (e.g., BBB penetration, CYP inhibition). Dataset: cyp2c9_veith. From a dataset of CYP2C9 inhibition data for predicting drug metabolism from PubChem BioAssay. The molecule is N#C/C(=N\[O-])c1nc(-c2ccccc2)cs1.[K+]. The result is 1 (inhibitor).